From a dataset of NCI-60 drug combinations with 297,098 pairs across 59 cell lines. Regression. Given two drug SMILES strings and cell line genomic features, predict the synergy score measuring deviation from expected non-interaction effect. Drug 1: CCC1=C2CN3C(=CC4=C(C3=O)COC(=O)C4(CC)O)C2=NC5=C1C=C(C=C5)O. Cell line: SK-OV-3. Synergy scores: CSS=17.7, Synergy_ZIP=-8.86, Synergy_Bliss=-1.60, Synergy_Loewe=-27.3, Synergy_HSA=-2.04. Drug 2: CC(C)CN1C=NC2=C1C3=CC=CC=C3N=C2N.